From a dataset of Forward reaction prediction with 1.9M reactions from USPTO patents (1976-2016). Predict the product of the given reaction. (1) The product is: [Br:31][C:32]1[CH:37]=[C:36]([C:38]([CH3:43])([CH3:44])[C:39]([F:40])([F:41])[F:42])[N:35]=[CH:34][C:33]=1[NH:45][C:27](=[O:28])[CH2:26][C:23]1[CH:24]=[CH:25][C:20]([C:5]2[CH:6]=[N:7][C:8]([O:10][CH2:11][C:12]3[CH:17]=[CH:16][C:15]([O:18][CH3:19])=[CH:14][CH:13]=3)=[CH:9][C:4]=2[O:3][CH2:1][CH3:2])=[CH:21][C:22]=1[F:30]. Given the reactants [CH2:1]([O:3][C:4]1[CH:9]=[C:8]([O:10][CH2:11][C:12]2[CH:17]=[CH:16][C:15]([O:18][CH3:19])=[CH:14][CH:13]=2)[N:7]=[CH:6][C:5]=1[C:20]1[CH:25]=[CH:24][C:23]([CH2:26][C:27](O)=[O:28])=[C:22]([F:30])[CH:21]=1)[CH3:2].[Br:31][C:32]1[CH:37]=[C:36]([C:38]([CH3:44])([CH3:43])[C:39]([F:42])([F:41])[F:40])[N:35]=[CH:34][C:33]=1[NH2:45].C(P1(=O)OP(CCC)(=O)OP(CCC)(=O)O1)CC.CC(=O)OCC, predict the reaction product. (2) Given the reactants [CH:1]1([CH2:6][CH2:7]C(Cl)=O)[CH2:5][CH2:4][CH2:3][CH2:2]1.[CH3:11][O:12][C:13]1[CH:19]=[CH:18][CH:17]=[C:16]([CH3:20])[C:14]=1[NH2:15].C(N(CC)CC)C.C(OCC)(=[O:30])C, predict the reaction product. The product is: [CH:1]1([CH2:6][C:7]([NH:15][C:14]2[C:16]([CH3:20])=[CH:17][CH:18]=[CH:19][C:13]=2[O:12][CH3:11])=[O:30])[CH2:2][CH2:3][CH2:4][CH2:5]1. (3) The product is: [CH3:12][C:13]1([CH3:14])[C:15]([CH3:18])([CH3:16])[O:11][B:9]([C:6]2[CH:5]=[CH:4][C:3]([CH:1]=[O:2])=[CH:8][CH:7]=2)[O:10]1. Given the reactants [CH:1]([C:3]1[CH:8]=[CH:7][C:6]([B:9]([OH:11])[OH:10])=[CH:5][CH:4]=1)=[O:2].[CH3:12][C:13](O)([C:15]([CH3:18])(O)[CH3:16])[CH3:14], predict the reaction product. (4) Given the reactants [CH:1]1([CH2:4][N:5]2[C:10](=[O:11])[C:9]([CH2:12]O)=[CH:8][C:7]([C:14]3[CH:19]=[CH:18][C:17]([O:20][CH3:21])=[C:16]([F:22])[CH:15]=3)=[N:6]2)[CH2:3][CH2:2]1.C(Br)(Br)(Br)[Br:24].N1C=CC=CC=1.C1(P(C2C=CC=CC=2)C2C=CC=CC=2)C=CC=CC=1, predict the reaction product. The product is: [Br:24][CH2:12][C:9]1[C:10](=[O:11])[N:5]([CH2:4][CH:1]2[CH2:3][CH2:2]2)[N:6]=[C:7]([C:14]2[CH:19]=[CH:18][C:17]([O:20][CH3:21])=[C:16]([F:22])[CH:15]=2)[CH:8]=1. (5) Given the reactants [C:1]([OH:5])(=[O:4])[CH:2]=[CH2:3].[C:6]([OH:13])(=[O:12])/[CH:7]=[CH:8]\[C:9]([OH:11])=[O:10].[CH:14]([P:16](=[O:19])([OH:18])[OH:17])=[CH2:15].N(CCO)(CCO)CCO, predict the reaction product. The product is: [C:1]([OH:5])(=[O:4])[CH:2]=[CH2:3].[C:6]([OH:13])(=[O:12])/[CH:7]=[CH:8]\[C:9]([OH:11])=[O:10].[CH:14]([P:16](=[O:17])([OH:19])[OH:18])=[CH2:15].